From a dataset of Reaction yield outcomes from USPTO patents with 853,638 reactions. Predict the reaction yield, written as a fraction of the theoretical maximum amount of product (1.0 means a 100% yield; for example, 0.34 means a 34% yield). The reactants are [CH3:1][O:2][CH2:3][C:4]1[CH:10]=[C:9]([N:11]=NC2C=CC=CC=2COC)[CH:8]=[CH:7][C:5]=1[NH2:6].C([O-])=O.[NH4+]. The catalyst is CO.[Zn]. The product is [CH3:1][O:2][CH2:3][C:4]1[CH:10]=[C:9]([NH2:11])[CH:8]=[CH:7][C:5]=1[NH2:6]. The yield is 0.450.